Dataset: Catalyst prediction with 721,799 reactions and 888 catalyst types from USPTO. Task: Predict which catalyst facilitates the given reaction. Reactant: CC(OC(/N=N/C(OC(C)C)=O)=O)C.[CH3:15][C:16]1[C:17]([CH2:32]O)=[CH:18][C:19]([C:22]2[CH:23]=[N:24][C:25]([C:28]([F:31])([F:30])[F:29])=[N:26][CH:27]=2)=[N:20][CH:21]=1.C1C=CC(P(C2C=CC=CC=2)C2C=CC=CC=2)=CC=1.[C:53]1(=[O:63])[C:61]2[C:56](=[CH:57][CH:58]=[CH:59][CH:60]=2)[C:55](=[O:62])[NH:54]1. Product: [CH3:15][C:16]1[C:17]([CH2:32][N:54]2[C:55](=[O:62])[C:56]3[C:61](=[CH:60][CH:59]=[CH:58][CH:57]=3)[C:53]2=[O:63])=[CH:18][C:19]([C:22]2[CH:27]=[N:26][C:25]([C:28]([F:29])([F:30])[F:31])=[N:24][CH:23]=2)=[N:20][CH:21]=1. The catalyst class is: 1.